Dataset: Full USPTO retrosynthesis dataset with 1.9M reactions from patents (1976-2016). Task: Predict the reactants needed to synthesize the given product. (1) Given the product [F:40][C@H:35]1[C@@H:34]([O:33][C:3]2[CH:2]=[CH:9][C:8]([C:10]3[N:15]=[C:14]([NH:16][C:17]4[CH:22]=[CH:21][C:20]([N:23]5[CH2:24][CH2:25][N:26]([CH:29]6[CH2:32][O:31][CH2:30]6)[CH2:27][CH2:28]5)=[CH:19][CH:18]=4)[N:13]=[CH:12][N:11]=3)=[CH:7][C:4]=2[C:5]#[N:6])[CH2:39][CH2:38][N:37]([C:80]([C:78]2[NH:79][C:75](=[O:74])[O:76][CH:77]=2)=[O:81])[CH2:36]1, predict the reactants needed to synthesize it. The reactants are: F[C:2]1[C:3]([O:33][C@H:34]2[CH2:39][CH2:38][NH:37][CH2:36][C@H:35]2[F:40])=[C:4]([CH:7]=[C:8]([C:10]2[N:15]=[C:14]([NH:16][C:17]3[CH:22]=[CH:21][C:20]([N:23]4[CH2:28][CH2:27][N:26]([CH:29]5[CH2:32][O:31][CH2:30]5)[CH2:25][CH2:24]4)=[CH:19][CH:18]=3)[N:13]=[CH:12][N:11]=2)[CH:9]=1)[C:5]#[N:6].CN(C(ON1N=NC2C=CC=NC1=2)=[N+](C)C)C.F[P-](F)(F)(F)(F)F.CCN(C(C)C)C(C)C.[O:74]=[C:75]1[NH:79][C:78]([C:80](O)=[O:81])=[CH:77][O:76]1. (2) The reactants are: [F:1][C:2]1[CH:7]=[CH:6][C:5]([NH:8][C:9]2[O:10][CH2:11][C:12](=[O:18])[C:13]=2[C:14]([O:16][CH3:17])=[O:15])=[CH:4][CH:3]=1.Cl[CH2:20][C:21](=O)[CH2:22]C(OC)=O.FC1C=CC(N=C=O)=CC=1. Given the product [F:1][C:2]1[CH:3]=[CH:4][C:5]([NH:8][C:9]2[O:10][CH2:11][C:12](=[O:18])[C:13]=2[C:14]([O:16][CH2:17][CH2:20][CH2:21][CH3:22])=[O:15])=[CH:6][CH:7]=1, predict the reactants needed to synthesize it.